From a dataset of CYP2C19 inhibition data for predicting drug metabolism from PubChem BioAssay. Regression/Classification. Given a drug SMILES string, predict its absorption, distribution, metabolism, or excretion properties. Task type varies by dataset: regression for continuous measurements (e.g., permeability, clearance, half-life) or binary classification for categorical outcomes (e.g., BBB penetration, CYP inhibition). Dataset: cyp2c19_veith. The molecule is CCN1C(=O)[C@H]2CC[C@H]3/C(=N\OC[C@@H](O)[C@H]4O[C@H]5OC(C)(C)O[C@H]5[C@@H]4O)C[C@@H](O)[C@@H](O)[C@@H]3[C@@H]2C1=O. The result is 0 (non-inhibitor).